From a dataset of Reaction yield outcomes from USPTO patents with 853,638 reactions. Predict the reaction yield, written as a fraction of the theoretical maximum amount of product (1.0 means a 100% yield; for example, 0.34 means a 34% yield). (1) The reactants are [CH3:1][O:2][C:3](=[O:20])[C:4]1[CH:9]=[CH:8][C:7]([CH2:10][NH:11][C:12]2[N:17]=[C:16]([Cl:18])[N:15]=[C:14](Cl)[N:13]=2)=[CH:6][CH:5]=1.CCN(C(C)C)C(C)C.[NH2:30][CH:31]1[CH2:39][C:38]2[C:33](=[CH:34][CH:35]=[CH:36][CH:37]=2)[CH2:32]1.Cl.[NH4+].[Cl-]. The catalyst is C1COCC1.CCOC(C)=O. The product is [Cl:18][C:16]1[N:15]=[C:14]([NH:30][CH:31]2[CH2:39][C:38]3[C:33](=[CH:34][CH:35]=[CH:36][CH:37]=3)[CH2:32]2)[N:13]=[C:12]([NH:11][CH2:10][C:7]2[CH:6]=[CH:5][C:4]([C:3]([O:2][CH3:1])=[O:20])=[CH:9][CH:8]=2)[N:17]=1. The yield is 1.00. (2) The reactants are [N+:1]([C:4]1[CH:17]=[CH:16][C:7]([C:8]([CH2:10][C:11]([O:13]CC)=O)=O)=[CH:6][CH:5]=1)([O-:3])=[O:2].Cl.[C:19]([NH2:27])(=[NH:26])[C:20]1[CH:25]=[CH:24][CH:23]=[CH:22][CH:21]=1.[OH-].[K+]. The catalyst is C(O)C. The product is [N+:1]([C:4]1[CH:5]=[CH:6][C:7]([C:8]2[N:27]=[C:19]([C:20]3[CH:25]=[CH:24][CH:23]=[CH:22][CH:21]=3)[N:26]=[C:11]([OH:13])[CH:10]=2)=[CH:16][CH:17]=1)([O-:3])=[O:2]. The yield is 0.880. (3) The reactants are [C:1]([O:5][C:6]([N:8]1[CH2:11][CH:10]([C:12]([OH:14])=O)[CH2:9]1)=[O:7])([CH3:4])([CH3:3])[CH3:2].CCN=C=NCCCN(C)C.Cl.C1C=CC2N(O)N=NC=2C=1.C(N(CC)C(C)C)(C)C.Cl.[CH3:47][NH:48][O:49][CH3:50]. The catalyst is C1COCC1. The product is [CH3:50][O:49][N:48]([CH3:47])[C:12]([CH:10]1[CH2:9][N:8]([C:6]([O:5][C:1]([CH3:2])([CH3:3])[CH3:4])=[O:7])[CH2:11]1)=[O:14]. The yield is 0.990. (4) The reactants are I.[NH2:2][C:3]1[C:4]([C:11]([NH:13][C:14](=[NH:17])SC)=[O:12])=[N:5][C:6]([Cl:10])=[C:7]([NH2:9])[N:8]=1.C([N:20](CC)CC)C.Cl.N[CH2:27][CH2:28][CH2:29][CH2:30][C:31]1[CH:42]=[CH:41][C:34]([C:35]([NH:37][CH2:38][CH2:39][OH:40])=[O:36])=[CH:33][CH:32]=1. The catalyst is C1COCC1.CO. The product is [ClH:10].[NH2:2][C:3]1[C:4]([C:11]([N:13]([CH2:27][CH2:28][CH2:29][CH2:30][C:31]2[CH:42]=[CH:41][C:34]([C:35]([NH:37][CH2:38][CH2:39][OH:40])=[O:36])=[CH:33][CH:32]=2)[C:14]([NH2:17])=[NH:20])=[O:12])=[N:5][C:6]([Cl:10])=[C:7]([NH2:9])[N:8]=1. The yield is 0.790. (5) The reactants are Cl.[NH2:2][CH2:3][CH2:4][C:5]([O:7][CH2:8][CH3:9])=[O:6].[CH3:10][C:11]1[CH:30]=[C:29]([N:31]2[CH:35]=[C:34]([C:36]([F:39])([F:38])[F:37])[CH:33]=[N:32]2)[CH:28]=[CH:27][C:12]=1[O:13][CH:14]([C:18]1[CH:26]=[CH:25][C:21]([C:22](O)=[O:23])=[CH:20][CH:19]=1)[CH2:15][CH2:16][CH3:17].C1C=C2N=NN(O)C2=CC=1.O.CCN(C(C)C)C(C)C.CCN=C=NCCCN(C)C.Cl. The catalyst is C(OCC)(=O)C.C1COCC1. The product is [CH3:10][C:11]1[CH:30]=[C:29]([N:31]2[CH:35]=[C:34]([C:36]([F:37])([F:39])[F:38])[CH:33]=[N:32]2)[CH:28]=[CH:27][C:12]=1[O:13][CH:14]([C:18]1[CH:19]=[CH:20][C:21]([C:22]([NH:2][CH2:3][CH2:4][C:5]([O:7][CH2:8][CH3:9])=[O:6])=[O:23])=[CH:25][CH:26]=1)[CH2:15][CH2:16][CH3:17]. The yield is 0.530. (6) The reactants are [CH2:1]([O:5][C:6]1[N:14]=[C:13]2[C:9]([N:10]=[C:11]([OH:26])[N:12]2[CH2:15][C:16]2[CH:21]=[CH:20][CH:19]=[C:18]([CH2:22][C:23]([OH:25])=[O:24])[CH:17]=2)=[C:8]([NH2:27])[N:7]=1)[CH2:2][CH2:3][CH3:4].[CH3:28][N:29]([CH3:35])[CH2:30][CH2:31][CH2:32][CH2:33]O.ON1C2C=CC=CC=2N=N1.Cl.CN(C)CCCN=C=NCC. The catalyst is CN(C=O)C. The product is [CH2:1]([O:5][C:6]1[N:14]=[C:13]2[C:9]([N:10]=[C:11]([OH:26])[N:12]2[CH2:15][C:16]2[CH:21]=[CH:20][CH:19]=[C:18]([CH2:22][C:23]([O:25][CH2:33][CH2:32][CH2:31][CH2:30][N:29]([CH3:35])[CH3:28])=[O:24])[CH:17]=2)=[C:8]([NH2:27])[N:7]=1)[CH2:2][CH2:3][CH3:4]. The yield is 0.650. (7) The reactants are [NH2:1][C:2]1[C:3]([Cl:19])=[C:4]([C:15]([F:18])=[CH:16][CH:17]=1)[C:5]([O:7][CH2:8][C:9]1[CH:14]=[CH:13][CH:12]=[CH:11][CH:10]=1)=[O:6].C(N([CH2:25][CH3:26])CC)C.[CH2:27]([S:30](Cl)(=[O:32])=[O:31])[CH2:28][CH3:29]. The catalyst is ClCCl. The product is [Cl:19][C:3]1[C:2]([N:1]([S:30]([CH2:27][CH2:25][CH3:26])(=[O:32])=[O:31])[S:30]([CH2:27][CH2:28][CH3:29])(=[O:32])=[O:31])=[CH:17][CH:16]=[C:15]([F:18])[C:4]=1[C:5]([O:7][CH2:8][C:9]1[CH:14]=[CH:13][CH:12]=[CH:11][CH:10]=1)=[O:6]. The yield is 0.711. (8) The reactants are [P].[S].[Br:3][C:4]1[O:8][C:7]([C:9](=[O:13])[CH2:10][C:11]#[N:12])=[CH:6][CH:5]=1.[H-].[Na+].[C:16](=S)=[S:17].CI.[CH3:21][S:22]([CH3:24])=O. No catalyst specified. The product is [Br:3][C:4]1[O:8][C:7]([C:9]([C:10](=[C:21]([S:17][CH3:16])[S:22][CH3:24])[C:11]#[N:12])=[O:13])=[CH:6][CH:5]=1. The yield is 0.650.